This data is from Full USPTO retrosynthesis dataset with 1.9M reactions from patents (1976-2016). The task is: Predict the reactants needed to synthesize the given product. Given the product [CH3:51][C:46]1[CH:45]=[C:44]([NH:43][C:40]([C:39]2[C:34]([S:33][CH2:32][C:30]3[CH:29]=[CH:28][N:27]=[C:26]([F:25])[CH:31]=3)=[N:35][CH:36]=[CH:37][CH:38]=2)=[O:42])[CH:49]=[C:48]([CH3:50])[CH:47]=1, predict the reactants needed to synthesize it. The reactants are: F[P-](F)(F)(F)(F)F.N1(OC(N(C)C)=[N+](C)C)C2N=CC=CC=2N=N1.[F:25][C:26]1[CH:31]=[C:30]([CH2:32][S:33][C:34]2[C:39]([C:40]([OH:42])=O)=[CH:38][CH:37]=[CH:36][N:35]=2)[CH:29]=[CH:28][N:27]=1.[NH2:43][C:44]1[CH:49]=[C:48]([CH3:50])[CH:47]=[C:46]([CH3:51])[CH:45]=1.C(N(CC)C(C)C)(C)C.